This data is from Catalyst prediction with 721,799 reactions and 888 catalyst types from USPTO. The task is: Predict which catalyst facilitates the given reaction. (1) Reactant: [N:1]1[CH:6]=[CH:5][CH:4]=[C:3]([CH2:7][CH2:8][C:9]([N:11]2[CH2:16][CH2:15][N:14]([C:17]([O:19][C:20]([CH3:23])([CH3:22])[CH3:21])=[O:18])[CH2:13][CH2:12]2)=O)[CH:2]=1.B.O1CCCC1.CO. Product: [N:1]1[CH:6]=[CH:5][CH:4]=[C:3]([CH2:7][CH2:8][CH2:9][N:11]2[CH2:12][CH2:13][N:14]([C:17]([O:19][C:20]([CH3:23])([CH3:22])[CH3:21])=[O:18])[CH2:15][CH2:16]2)[CH:2]=1. The catalyst class is: 7. (2) Reactant: [NH:1]1[CH2:4][CH:3]([C:5]([OH:7])=[O:6])[CH2:2]1.[CH2:8]([C:15]1[CH:16]=[CH:17][C:18]2[O:22][C:21]([C:23]3[CH:28]=[CH:27][C:26]([C:29](=O)[CH3:30])=[CH:25][C:24]=3[F:32])=[CH:20][C:19]=2[CH:33]=1)[C:9]1[CH:14]=[CH:13][CH:12]=[CH:11][CH:10]=1.C(O)(=O)C.C(O[BH-](OC(=O)C)OC(=O)C)(=O)C.[Na+]. Product: [CH2:8]([C:15]1[CH:16]=[CH:17][C:18]2[O:22][C:21]([C:23]3[CH:28]=[CH:27][C:26]([CH:29]([N:1]4[CH2:4][CH:3]([C:5]([OH:7])=[O:6])[CH2:2]4)[CH3:30])=[CH:25][C:24]=3[F:32])=[CH:20][C:19]=2[CH:33]=1)[C:9]1[CH:10]=[CH:11][CH:12]=[CH:13][CH:14]=1. The catalyst class is: 5. (3) Reactant: [F:1][C:2]1[CH:3]=[C:4]([CH:7]=[CH:8][C:9]=1F)[C:5]#[N:6].[C:11]([O:15][C:16]([N:18]1[CH2:23][CH2:22][NH:21][CH2:20][CH2:19]1)=[O:17])([CH3:14])([CH3:13])[CH3:12].C(N(CC)CC)C. Product: [C:11]([O:15][C:16]([N:18]1[CH2:23][CH2:22][N:21]([C:9]2[CH:8]=[CH:7][C:4]([C:5]#[N:6])=[CH:3][C:2]=2[F:1])[CH2:20][CH2:19]1)=[O:17])([CH3:14])([CH3:12])[CH3:13]. The catalyst class is: 10. (4) Product: [Br:30][CH2:29][C:21]1[CH:22]=[CH:23][CH:24]=[C:25]([N+:26]([O-:28])=[O:27])[C:20]=1[F:19]. The catalyst class is: 53. Reactant: C(OOC(=O)C1C=CC=CC=1)(=O)C1C=CC=CC=1.[F:19][C:20]1[C:25]([N+:26]([O-:28])=[O:27])=[CH:24][CH:23]=[CH:22][C:21]=1[CH3:29].[Br:30]N1C(=O)CCC1=O. (5) Reactant: [ClH:1].C(OC([NH:9][CH2:10][C@H:11]1[CH2:16][CH2:15][C@H:14]([C:17]([NH:19][C@H:20]([C:51](=[O:64])[NH:52][C:53]2[CH:58]=[CH:57][C:56]([C:59]3[NH:63][N:62]=[N:61][N:60]=3)=[CH:55][CH:54]=2)[CH2:21][C:22]2[CH:23]=[C:24]([C:28]3[CH:33]=[CH:32][C:31]([C:34]([NH:36][CH:37]4[CH:42]5[CH:38]4[CH2:39][N:40](C(OC(C)(C)C)=O)[CH2:41]5)=[O:35])=[CH:30][C:29]=3[CH3:50])[CH:25]=[CH:26][CH:27]=2)=[O:18])[CH2:13][CH2:12]1)=O)(C)(C)C.C(#N)C. Product: [ClH:1].[NH2:9][CH2:10][C@H:11]1[CH2:12][CH2:13][C@H:14]([C:17]([NH:19][C@H:20]([C:51](=[O:64])[NH:52][C:53]2[CH:54]=[CH:55][C:56]([C:59]3[NH:63][N:62]=[N:61][N:60]=3)=[CH:57][CH:58]=2)[CH2:21][C:22]2[CH:23]=[C:24]([C:28]3[CH:33]=[CH:32][C:31]([C:34]([NH:36][CH:37]4[CH:38]5[CH:42]4[CH2:41][NH:40][CH2:39]5)=[O:35])=[CH:30][C:29]=3[CH3:50])[CH:25]=[CH:26][CH:27]=2)=[O:18])[CH2:15][CH2:16]1. The catalyst class is: 12. (6) Reactant: [OH:1][B:2]1[C:6]2[CH:7]=[C:8]([NH:11][S:12]([C:15]3[N:20]=[CH:19][C:18]([NH:21]C(=O)OCC4C=CC=CC=4)=[CH:17][C:16]=3[NH:32][C:33]3[N:38]=[CH:37][CH:36]=[CH:35][N:34]=3)(=[O:14])=[O:13])[CH:9]=[CH:10][C:5]=2[CH2:4][O:3]1. Product: [NH2:21][C:18]1[CH:17]=[C:16]([NH:32][C:33]2[N:34]=[CH:35][CH:36]=[CH:37][N:38]=2)[C:15]([S:12]([NH:11][C:8]2[CH:9]=[CH:10][C:5]3[CH2:4][O:3][B:2]([OH:1])[C:6]=3[CH:7]=2)(=[O:13])=[O:14])=[N:20][CH:19]=1. The catalyst class is: 43. (7) Reactant: [CH2:1]([N:8]1[CH:12](O)[CH2:11][O:10][C:9]1=[O:14])[C:2]1[CH:7]=[CH:6][CH:5]=[CH:4][CH:3]=1.CS(Cl)(=O)=O. Product: [CH2:1]([N:8]1[CH:12]=[CH:11][O:10][C:9]1=[O:14])[C:2]1[CH:3]=[CH:4][CH:5]=[CH:6][CH:7]=1. The catalyst class is: 34.